Predict the reaction yield, written as a fraction of the theoretical maximum amount of product (1.0 means a 100% yield; for example, 0.34 means a 34% yield). From a dataset of Reaction yield outcomes from USPTO patents with 853,638 reactions. (1) The reactants are Br[C:2]1[CH:3]=[C:4]2[C:10]([C:11]3[CH:20]=[CH:19][C:14]([C:15]([NH:17][CH3:18])=[O:16])=[CH:13][CH:12]=3)=[CH:9][N:8](S(C3C=CC(C)=CC=3)(=O)=O)[C:5]2=[N:6][CH:7]=1.[CH3:31][O:32][C:33]1[CH:34]=[C:35](B(O)O)[CH:36]=[C:37]([O:41][CH3:42])[C:38]=1[O:39][CH3:40].C([O-])([O-])=O.[Na+].[Na+].O. The catalyst is CC#N.Cl[Pd](Cl)([P](C1C=CC=CC=1)(C1C=CC=CC=1)C1C=CC=CC=1)[P](C1C=CC=CC=1)(C1C=CC=CC=1)C1C=CC=CC=1. The product is [CH3:18][NH:17][C:15](=[O:16])[C:14]1[CH:19]=[CH:20][C:11]([C:10]2[C:4]3[C:5](=[N:6][CH:7]=[C:2]([C:35]4[CH:36]=[C:37]([O:41][CH3:42])[C:38]([O:39][CH3:40])=[C:33]([O:32][CH3:31])[CH:34]=4)[CH:3]=3)[NH:8][CH:9]=2)=[CH:12][CH:13]=1. The yield is 0.470. (2) The reactants are Br[C:2]1[C:10]2[C:5](=[CH:6][CH:7]=[C:8]([C:11]#[N:12])[CH:9]=2)[N:4]([CH:13]2[CH2:18][CH2:17][CH2:16][CH2:15][O:14]2)[N:3]=1.[CH3:19][O:20][C:21]1[CH:26]=[CH:25][CH:24]=[CH:23][C:22]=1B(O)O.ClCCl.P([O-])([O-])([O-])=O.[K+].[K+].[K+]. The catalyst is COCCOC.C1(P(C2C=CC=CC=2)[C-]2C=CC=C2)C=CC=CC=1.[C-]1(P(C2C=CC=CC=2)C2C=CC=CC=2)C=CC=C1.[Fe+2]. The product is [CH3:19][O:20][C:21]1[CH:26]=[CH:25][CH:24]=[CH:23][C:22]=1[C:2]1[C:10]2[C:5](=[CH:6][CH:7]=[C:8]([C:11]#[N:12])[CH:9]=2)[N:4]([CH:13]2[CH2:18][CH2:17][CH2:16][CH2:15][O:14]2)[N:3]=1. The yield is 0.825. (3) The reactants are Cl.Cl.[C:3]([C:7]1[O:11][N:10]=[C:9]([NH:12][C:13]([NH:15][C:16]2[CH:21]=[CH:20][CH:19]=[C:18]([O:22][C:23]3[C:32]4[C:27](=[CH:28][C:29]([O:35][C@@H:36]5[CH2:40][CH2:39][NH:38][CH2:37]5)=[C:30]([O:33][CH3:34])[CH:31]=4)[N:26]=[CH:25][N:24]=3)[CH:17]=2)=[O:14])[CH:8]=1)([CH3:6])([CH3:5])[CH3:4].C=O.Cl[CH2:44]CCl.[C:47]([O:50][BH-]([O:50][C:47](=[O:49])[CH3:48])[O:50][C:47](=[O:49])[CH3:48])(=[O:49])[CH3:48].[Na+]. The catalyst is O.CN(C)C=O. The product is [C:47]([OH:50])(=[O:49])[CH3:48].[C:3]([C:7]1[O:11][N:10]=[C:9]([NH:12][C:13]([NH:15][C:16]2[CH:21]=[CH:20][CH:19]=[C:18]([O:22][C:23]3[C:32]4[C:27](=[CH:28][C:29]([O:35][C@@H:36]5[CH2:40][CH2:39][N:38]([CH3:44])[CH2:37]5)=[C:30]([O:33][CH3:34])[CH:31]=4)[N:26]=[CH:25][N:24]=3)[CH:17]=2)=[O:14])[CH:8]=1)([CH3:6])([CH3:4])[CH3:5]. The yield is 0.380. (4) The reactants are Cl[C:2]([O:4][C:5]1[CH:10]=[CH:9][C:8]([O:11][C:12]2[CH:17]=[CH:16][C:15]([C:18]([F:21])([F:20])[F:19])=[CH:14][N:13]=2)=[CH:7][CH:6]=1)=[O:3].[NH:22]1[CH2:27][CH2:26][S:25](=[O:28])[CH2:24][CH2:23]1. No catalyst specified. The product is [F:19][C:18]([F:21])([F:20])[C:15]1[CH:16]=[CH:17][C:12]([O:11][C:8]2[CH:9]=[CH:10][C:5]([O:4][C:2]([N:22]3[CH2:27][CH2:26][S:25](=[O:28])[CH2:24][CH2:23]3)=[O:3])=[CH:6][CH:7]=2)=[N:13][CH:14]=1. The yield is 0.370.